Dataset: Catalyst prediction with 721,799 reactions and 888 catalyst types from USPTO. Task: Predict which catalyst facilitates the given reaction. (1) Reactant: Cl[C:2]1[C:11]2[C:6](=[CH:7][CH:8]=[CH:9][CH:10]=2)[CH:5]=[CH:4][N:3]=1.[NH:12]1[CH2:17][CH2:16][CH:15]([CH2:18][OH:19])[CH2:14][CH2:13]1.CC(C)([O-])C.[Na+].C1C=CC(P(C2C(C3C(P(C4C=CC=CC=4)C4C=CC=CC=4)=CC=C4C=3C=CC=C4)=C3C(C=CC=C3)=CC=2)C2C=CC=CC=2)=CC=1. Product: [C:2]1([N:12]2[CH2:17][CH2:16][CH:15]([CH2:18][OH:19])[CH2:14][CH2:13]2)[C:11]2[C:6](=[CH:7][CH:8]=[CH:9][CH:10]=2)[CH:5]=[CH:4][N:3]=1. The catalyst class is: 110. (2) Reactant: [NH2:1][C:2]1[CH:3]=[CH:4][C:5]([O:8][CH3:9])=[N:6][CH:7]=1.[CH3:10][C:11]1([CH3:19])[O:16][C:15](=[O:17])[CH2:14][C:13](=[O:18])[O:12]1.[CH2:20](OC(OCC)OCC)C. Product: [CH3:9][O:8][C:5]1[N:6]=[CH:7][C:2]([NH:1][CH:20]=[C:14]2[C:15](=[O:17])[O:16][C:11]([CH3:19])([CH3:10])[O:12][C:13]2=[O:18])=[CH:3][CH:4]=1. The catalyst class is: 8.